From a dataset of Full USPTO retrosynthesis dataset with 1.9M reactions from patents (1976-2016). Predict the reactants needed to synthesize the given product. (1) Given the product [Cl:24][C:6]1[C:7]([I:21])=[C:2]([Cl:1])[CH:3]=[CH:4][C:5]=1[NH:8][C:9](=[O:11])[CH3:10], predict the reactants needed to synthesize it. The reactants are: [Cl:1][C:2]1[CH:7]=[CH:6][C:5]([NH:8][C:9](=[O:11])[CH3:10])=[C:4](F)[CH:3]=1.[Li]CCCC.FC(F)(F)C[I:21].[ClH:24]. (2) Given the product [CH3:27][O:26][C:15]1[CH:14]=[C:13]([O:12][C:6]2[C:5]3[C:10](=[CH:11][C:2]([O:1][CH2:38][C:39]4[CH:44]=[CH:43][N:42]=[CH:41][CH:40]=4)=[C:3]([O:28][CH3:29])[CH:4]=3)[N:9]=[CH:8][CH:7]=2)[CH:18]=[CH:17][C:16]=1[NH:19][C:20]([NH:22][CH2:23][CH2:24][CH3:25])=[O:21], predict the reactants needed to synthesize it. The reactants are: [OH:1][C:2]1[CH:11]=[C:10]2[C:5]([C:6]([O:12][C:13]3[CH:18]=[CH:17][C:16]([NH:19][C:20]([NH:22][CH2:23][CH2:24][CH3:25])=[O:21])=[C:15]([O:26][CH3:27])[CH:14]=3)=[CH:7][CH:8]=[N:9]2)=[CH:4][C:3]=1[O:28][CH3:29].C(=O)([O-])[O-].[K+].[K+].Cl.Cl[CH2:38][C:39]1[CH:44]=[CH:43][N:42]=[CH:41][CH:40]=1.O. (3) Given the product [Cl:1][C:2]1[N:10]=[C:9]2[C:5]([N:6]=[CH:7][N:8]2[C@@H:11]2[CH2:15][C@H:14]([NH:16][C:17]([C:19]3[O:99][N:100]=[CH:21][CH:22]=3)=[O:18])[C@@H:13]([OH:23])[C@H:12]2[OH:24])=[C:4]([NH:25][CH2:26][CH:27]([C:28]2[CH:29]=[CH:30][CH:31]=[CH:32][CH:33]=2)[C:34]2[CH:35]=[CH:36][CH:37]=[CH:38][CH:39]=2)[N:3]=1, predict the reactants needed to synthesize it. The reactants are: [Cl:1][C:2]1[N:10]=[C:9]2[C:5]([N:6]=[CH:7][N:8]2[C@@H:11]2[CH2:15][C@H:14]([NH:16][C:17]([CH:19]3[CH2:22][CH2:21]C3)=[O:18])[C@@H:13]([OH:23])[C@H:12]2[OH:24])=[C:4]([NH:25][CH2:26][CH:27]([C:34]2[CH:39]=[CH:38][CH:37]=[CH:36][CH:35]=2)[C:28]2[CH:33]=[CH:32][CH:31]=[CH:30][CH:29]=2)[N:3]=1.Cl.N[C@H]1C[C@@H](N2C=NC3C2=NC(Cl)=NC=3NCC(C2C=CC=CC=2)C2C=CC=CC=2)[C@H](O)[C@@H]1O.ClC1N=C2C(N=CN2)=C(NCC(C2C=CC=CC=2)C2C=CC=CC=2)N=1.[O:99]1C(C(Cl)=O)=CC=[N:100]1. (4) Given the product [F:1][C:2]1[CH:10]=[C:9]2[C:5]([C:6]([C:20]3[CH:25]=[CH:24][C:23]4[NH:26][C:32]([CH2:31][CH2:30][S:29][CH3:28])=[N:27][C:22]=4[CH:21]=3)=[CH:7][N:8]2[S:11]([C:14]2[CH:15]=[CH:16][CH:17]=[CH:18][CH:19]=2)(=[O:13])=[O:12])=[CH:4][CH:3]=1, predict the reactants needed to synthesize it. The reactants are: [F:1][C:2]1[CH:10]=[C:9]2[C:5]([C:6]([C:20]3[CH:21]=[C:22]([NH2:27])[C:23]([NH2:26])=[CH:24][CH:25]=3)=[CH:7][N:8]2[S:11]([C:14]2[CH:19]=[CH:18][CH:17]=[CH:16][CH:15]=2)(=[O:13])=[O:12])=[CH:4][CH:3]=1.[CH3:28][S:29][CH2:30][CH2:31][C:32](O)=O.CN(C(ON1N=NC2C=CC=NC1=2)=[N+](C)C)C.F[P-](F)(F)(F)(F)F.CCN(CC)CC. (5) The reactants are: [CH2:1]([C:9]1[CH:15]=[CH:14][C:12]([NH2:13])=[CH:11][CH:10]=1)[CH2:2][CH2:3][CH2:4][CH2:5][CH2:6][CH2:7][CH3:8].C(OC([NH:23][C@@H:24]([C:28](O)=[O:29])[C@H:25]([CH3:27])[OH:26])=O)(C)(C)C. Given the product [NH2:23][C@H:24]([C@@H:25]([OH:26])[CH3:27])[C:28]([NH:13][C:12]1[CH:11]=[CH:10][C:9]([CH2:1][CH2:2][CH2:3][CH2:4][CH2:5][CH2:6][CH2:7][CH3:8])=[CH:15][CH:14]=1)=[O:29], predict the reactants needed to synthesize it. (6) Given the product [C:1]([O:5][C:6]([N:8]1[CH2:13][CH2:12][N:11]([C:14]2[CH:19]=[N:18][CH:17]=[C:16]([O:22][CH3:21])[N:15]=2)[CH2:10][CH2:9]1)=[O:7])([CH3:4])([CH3:3])[CH3:2], predict the reactants needed to synthesize it. The reactants are: [C:1]([O:5][C:6]([N:8]1[CH2:13][CH2:12][N:11]([C:14]2[CH:19]=[N:18][CH:17]=[C:16](Cl)[N:15]=2)[CH2:10][CH2:9]1)=[O:7])([CH3:4])([CH3:3])[CH3:2].[CH3:21][O-:22].[Na+]. (7) Given the product [CH2:1]([O:3][C:4]1[CH:5]=[C:6]([CH:23]=[CH:24][C:25]=1[O:26][CH2:27][CH3:28])[CH2:7][C:8]1[O:12][N:11]=[C:10]([C:13]2[CH:21]=[CH:20][CH:19]=[C:18]3[C:14]=2[CH2:15][CH2:16][CH:17]3[NH:29][CH2:30][CH2:31][OH:32])[N:9]=1)[CH3:2], predict the reactants needed to synthesize it. The reactants are: [CH2:1]([O:3][C:4]1[CH:5]=[C:6]([CH:23]=[CH:24][C:25]=1[O:26][CH2:27][CH3:28])[CH2:7][C:8]1[O:12][N:11]=[C:10]([C:13]2[CH:21]=[CH:20][CH:19]=[C:18]3[C:14]=2[CH2:15][CH2:16][CH:17]3O)[N:9]=1)[CH3:2].[NH2:29][CH2:30][CH2:31][OH:32]. (8) Given the product [CH3:13][N:8]1[C:9]2[CH:10]=[CH:11][CH:12]=[C:3]([NH2:2])[C:4]=2[CH2:5][CH2:6][CH2:7]1, predict the reactants needed to synthesize it. The reactants are: [I-].[NH2:2][C:3]1[CH:12]=[CH:11][CH:10]=[C:9]2[C:4]=1[CH:5]=[CH:6][CH:7]=[N+:8]2[CH3:13].CO.